From a dataset of NCI-60 drug combinations with 297,098 pairs across 59 cell lines. Regression. Given two drug SMILES strings and cell line genomic features, predict the synergy score measuring deviation from expected non-interaction effect. (1) Drug 1: C1CN1C2=NC(=NC(=N2)N3CC3)N4CC4. Drug 2: CS(=O)(=O)OCCCCOS(=O)(=O)C. Cell line: HOP-62. Synergy scores: CSS=31.2, Synergy_ZIP=-2.02, Synergy_Bliss=-2.97, Synergy_Loewe=-29.1, Synergy_HSA=-4.58. (2) Drug 1: C1=CC(=CC=C1C#N)C(C2=CC=C(C=C2)C#N)N3C=NC=N3. Drug 2: B(C(CC(C)C)NC(=O)C(CC1=CC=CC=C1)NC(=O)C2=NC=CN=C2)(O)O. Cell line: SF-268. Synergy scores: CSS=28.8, Synergy_ZIP=1.28, Synergy_Bliss=0.0577, Synergy_Loewe=-32.9, Synergy_HSA=-0.762.